Dataset: Full USPTO retrosynthesis dataset with 1.9M reactions from patents (1976-2016). Task: Predict the reactants needed to synthesize the given product. (1) The reactants are: [Cl:1][C:2]1[CH:3]=[C:4]([C:13]([N:15]2[CH2:20][CH2:19][O:18][C:17]3[CH:21]=[N:22][CH:23]=[CH:24][C:16]2=3)=[O:14])[CH:5]=[C:6]([N+:10]([O-:12])=[O:11])[C:7]=1[O:8]C.[Cl-].[Li+].N1CCNCC1.C(=O)([O-])O.[Na+].Cl. Given the product [Cl:1][C:2]1[CH:3]=[C:4]([C:13]([N:15]2[CH2:20][CH2:19][O:18][C:17]3[CH:21]=[N:22][CH:23]=[CH:24][C:16]2=3)=[O:14])[CH:5]=[C:6]([N+:10]([O-:12])=[O:11])[C:7]=1[OH:8], predict the reactants needed to synthesize it. (2) Given the product [CH2:17]([O:24]/[N:25]=[C:26]1\[CH2:27][CH2:28][C:29]2[C:34]\1=[CH:33][CH:32]=[C:31]([C:2]1[CH:3]=[N:4][N:5]([CH2:13][CH2:14][OH:15])[C:6]=1[C:7]1[CH:12]=[CH:11][N:10]=[CH:9][CH:8]=1)[CH:30]=2)[C:18]1[CH:19]=[CH:20][CH:21]=[CH:22][CH:23]=1, predict the reactants needed to synthesize it. The reactants are: Br[C:2]1[CH:3]=[N:4][N:5]([CH2:13][CH2:14][OH:15])[C:6]=1[C:7]1[CH:12]=[CH:11][N:10]=[CH:9][CH:8]=1.O.[CH2:17]([O:24]/[N:25]=[C:26]1\[CH2:27][CH2:28][C:29]2[C:34]\1=[CH:33][CH:32]=[C:31](B(O)O)[CH:30]=2)[C:18]1[CH:23]=[CH:22][CH:21]=[CH:20][CH:19]=1.C(=O)([O-])[O-].[K+].[K+].